From a dataset of Full USPTO retrosynthesis dataset with 1.9M reactions from patents (1976-2016). Predict the reactants needed to synthesize the given product. (1) Given the product [Br:25][CH:19]1[CH2:18][CH2:17][C:14]2=[CH:15][C:16]3[C:7]4[CH:6]=[CH:5][C:4]([C:1](=[O:3])[CH2:2][Br:26])=[CH:22][C:8]=4[CH2:9][O:10][C:11]=3[CH:12]=[C:13]2[C:20]1=[O:21], predict the reactants needed to synthesize it. The reactants are: [C:1]([C:4]1[CH:5]=[CH:6][C:7]2[C:16]3[CH:15]=[C:14]4[CH2:17][CH2:18][CH2:19][C:20](=[O:21])[C:13]4=[CH:12][C:11]=3[O:10][CH2:9][C:8]=2[CH:22]=1)(=[O:3])[CH3:2].CO.[Br-:25].[Br-:26].[Br-].[NH+]1C=CC=CC=1.[NH+]1C=CC=CC=1.[NH+]1C=CC=CC=1. (2) Given the product [CH3:1][O:2][C:3](=[O:19])[CH:4]([O:14][CH2:15][CH2:16][CH2:17][CH3:18])[CH2:5][C:6]1[CH:11]=[CH:10][C:9]([O:12][CH2:21][C:22]2[S:26][C:25]([C:27]3[CH:28]=[CH:29][C:30]([C:33]([F:36])([F:34])[F:35])=[CH:31][CH:32]=3)=[N:24][C:23]=2[CH3:37])=[CH:8][C:7]=1[CH3:13], predict the reactants needed to synthesize it. The reactants are: [CH3:1][O:2][C:3](=[O:19])[CH:4]([O:14][CH2:15][CH2:16][CH2:17][CH3:18])[CH2:5][C:6]1[CH:11]=[CH:10][C:9]([OH:12])=[CH:8][C:7]=1[CH3:13].Cl[CH2:21][C:22]1[S:26][C:25]([C:27]2[CH:32]=[CH:31][C:30]([C:33]([F:36])([F:35])[F:34])=[CH:29][CH:28]=2)=[N:24][C:23]=1[CH3:37].C(=O)([O-])[O-].[Cs+].[Cs+].[I-].[K+]. (3) Given the product [Cl:13][CH2:14][C:15]([N:1]1[CH2:6][CH2:5][O:4][CH2:3][CH2:2]1)=[O:16], predict the reactants needed to synthesize it. The reactants are: [NH:1]1[CH2:6][CH2:5][O:4][CH2:3][CH2:2]1.C([O-])([O-])=O.[K+].[K+].[Cl:13][CH2:14][C:15](Cl)=[O:16]. (4) Given the product [Br:15][C:11]1[CH:10]=[C:9]([CH:14]=[CH:13][CH:12]=1)[C:2]([CH3:8])([CH3:1])[C@@H:3]([C:4]([OH:6])=[O:5])[NH:17][CH3:16], predict the reactants needed to synthesize it. The reactants are: [CH3:1][C:2]([C:9]1[CH:14]=[CH:13][CH:12]=[C:11]([Br:15])[CH:10]=1)([CH3:8])[C:3](=O)[C:4]([OH:6])=[O:5].[CH3:16][NH2:17].C([O-])(=O)C(C)=O.CO. (5) Given the product [N:27]1[CH:32]=[CH:31][CH:30]=[N:29][C:28]=1[N:33]1[CH2:38][CH2:37][N:36]([CH2:15][C@H:12]([C@@H:11]2[C@:16]3([CH3:24])[C:8]([C:7]4[CH2:6][CH2:5][C@@H:4]5[C@:20]([C:19]=4[CH2:18][CH2:17]3)([CH3:23])[CH2:21][CH2:22][C@H:2]([OH:1])[C:3]5([CH3:26])[CH3:25])=[CH:9][CH2:10]2)[CH3:13])[CH2:35][CH2:34]1, predict the reactants needed to synthesize it. The reactants are: [OH:1][C@H:2]1[CH2:22][CH2:21][C@@:20]2([CH3:23])[CH:4]([CH2:5][CH2:6][C:7]3[C:8]4[C@:16]([CH3:24])([CH2:17][CH2:18][C:19]=32)[C@@H:11]([C@H:12]([CH3:15])[CH:13]=O)[CH2:10][CH:9]=4)[C:3]1([CH3:26])[CH3:25].[N:27]1[CH:32]=[CH:31][CH:30]=[N:29][C:28]=1[N:33]1[CH2:38][CH2:37][NH:36][CH2:35][CH2:34]1.C(O[BH-](OC(=O)C)OC(=O)C)(=O)C.[Na+]. (6) Given the product [C:10]([O:15][CH2:2][Si:3]([O:8][CH3:9])([O:6][CH3:7])[O:4][CH3:5])(=[O:14])[C:11]([CH3:13])=[CH2:12], predict the reactants needed to synthesize it. The reactants are: Cl[CH2:2][Si:3]([O:8][CH3:9])([O:6][CH3:7])[O:4][CH3:5].[C:10]([O-:15])(=[O:14])[C:11]([CH3:13])=[CH2:12].[K+]. (7) Given the product [Cl:13][C:14]1([Cl:19])[C:15](=[O:16])[CH2:2][CH:1]1[C:3]1[CH:4]=[C:5]([CH:10]=[CH:11][CH:12]=1)[C:6]([O:8][CH3:9])=[O:7], predict the reactants needed to synthesize it. The reactants are: [CH:1]([C:3]1[CH:4]=[C:5]([CH:10]=[CH:11][CH:12]=1)[C:6]([O:8][CH3:9])=[O:7])=[CH2:2].[Cl:13][C:14]([Cl:19])(Cl)[C:15](Cl)=[O:16].